Dataset: Full USPTO retrosynthesis dataset with 1.9M reactions from patents (1976-2016). Task: Predict the reactants needed to synthesize the given product. (1) The reactants are: [C:1]([C:9]1[CH:10]=[C:11]2[C:15](=[CH:16][CH:17]=1)[N:14]([C:18]([NH:20][CH2:21][CH2:22][C:23]([O:25][CH2:26][CH3:27])=[O:24])=[O:19])[CH2:13][CH2:12]2)#[C:2][CH2:3][CH2:4][CH2:5][CH2:6][CH2:7][CH3:8]. Given the product [CH2:1]([C:9]1[CH:10]=[C:11]2[C:15](=[CH:16][CH:17]=1)[N:14]([C:18]([NH:20][CH2:21][CH2:22][C:23]([O:25][CH2:26][CH3:27])=[O:24])=[O:19])[CH2:13][CH2:12]2)[CH2:2][CH2:3][CH2:4][CH2:5][CH2:6][CH2:7][CH3:8], predict the reactants needed to synthesize it. (2) Given the product [Br:1][C:2]1[C:3]([CH3:8])=[N:4][S:5][C:6]=1[NH:7][C:25]([C:19]12[CH2:20][CH:21]3[CH2:24][CH:17]([CH2:16][CH:23]1[CH2:22]3)[CH2:18]2)=[O:26], predict the reactants needed to synthesize it. The reactants are: [Br:1][C:2]1[C:3]([CH3:8])=[N:4][S:5][C:6]=1[NH2:7].C(N(CC)CC)C.[CH2:16]1[CH:23]2[C:19]3([C:25](Cl)=[O:26])[CH2:20][CH:21]([CH2:24][CH:17]1[CH2:18]3)[CH2:22]2.